Dataset: Full USPTO retrosynthesis dataset with 1.9M reactions from patents (1976-2016). Task: Predict the reactants needed to synthesize the given product. (1) Given the product [NH2:17][C:16]1[S:15][C:13]2[N:14]=[C:9]([NH:8][C:7]3[C:2]([Cl:1])=[CH:3][C:4]([F:29])=[C:5]([NH:21][C:22](=[O:28])[O:23][C:24]([CH3:27])([CH3:26])[CH3:25])[CH:6]=3)[N:10]=[CH:11][C:12]=2[N:18]=1, predict the reactants needed to synthesize it. The reactants are: [Cl:1][C:2]1[C:7]([NH:8][C:9]2[N:14]=[C:13]([S:15][C:16]#[N:17])[C:12]([N+:18]([O-])=O)=[CH:11][N:10]=2)=[CH:6][C:5]([NH:21][C:22](=[O:28])[O:23][C:24]([CH3:27])([CH3:26])[CH3:25])=[C:4]([F:29])[CH:3]=1. (2) Given the product [CH3:32][O:31][C:28]1[N:27]=[CH:26][C:25]([N:16]2[C:17]([C:19]3[CH:24]=[CH:23][CH:22]=[CH:21][CH:20]=3)=[CH:18][C:14]([C:12]([N:7]3[CH2:8][CH2:9][CH2:10][CH2:11][CH:6]3[CH2:5][C:4]([OH:33])=[O:3])=[O:13])=[N:15]2)=[CH:30][CH:29]=1, predict the reactants needed to synthesize it. The reactants are: C([O:3][C:4](=[O:33])[CH2:5][CH:6]1[CH2:11][CH2:10][CH2:9][CH2:8][N:7]1[C:12]([C:14]1[CH:18]=[C:17]([C:19]2[CH:24]=[CH:23][CH:22]=[CH:21][CH:20]=2)[N:16]([C:25]2[CH:26]=[N:27][C:28]([O:31][CH3:32])=[CH:29][CH:30]=2)[N:15]=1)=[O:13])C. (3) Given the product [N+:1]([C:4]1[C:5]2[NH:15][C:16](=[O:17])[NH:14][C:6]=2[CH:7]=[C:8]([C:10]([F:11])([F:12])[F:13])[CH:9]=1)([O-:3])=[O:2], predict the reactants needed to synthesize it. The reactants are: [N+:1]([C:4]1[CH:9]=[C:8]([C:10]([F:13])([F:12])[F:11])[CH:7]=[C:6]([NH2:14])[C:5]=1[NH2:15])([O-:3])=[O:2].[C:16](N1C=CN=C1)(N1C=CN=C1)=[O:17]. (4) Given the product [CH3:34][O:35][CH2:36][CH2:37][NH:38][C:2]1[CH:27]=[CH:26][C:5]([C:6]([NH:8][C:9]2[S:10][C:11]3[C:17]([N:18]4[CH2:19][CH2:20][O:21][CH2:22][CH2:23]4)=[CH:16][CH:15]=[C:14]([O:24][CH3:25])[C:12]=3[N:13]=2)=[O:7])=[CH:4][N:3]=1, predict the reactants needed to synthesize it. The reactants are: Cl[C:2]1[CH:27]=[CH:26][C:5]([C:6]([NH:8][C:9]2[S:10][C:11]3[C:17]([N:18]4[CH2:23][CH2:22][O:21][CH2:20][CH2:19]4)=[CH:16][CH:15]=[C:14]([O:24][CH3:25])[C:12]=3[N:13]=2)=[O:7])=[CH:4][N:3]=1.C(=O)([O-])[O-].[Cs+].[Cs+].[CH3:34][O:35][CH2:36][CH2:37][NH2:38]. (5) Given the product [OH:8][C:4]1[CH:3]=[C:2]([NH:1][C:20](=[O:21])[C:19]2[CH:23]=[CH:24][CH:25]=[C:17]([C:16]([F:15])([F:26])[F:27])[CH:18]=2)[CH:7]=[CH:6][CH:5]=1, predict the reactants needed to synthesize it. The reactants are: [NH2:1][C:2]1[CH:3]=[C:4]([OH:8])[CH:5]=[CH:6][CH:7]=1.O.C(=O)([O-])O.[Na+].[F:15][C:16]([F:27])([F:26])[C:17]1[CH:18]=[C:19]([CH:23]=[CH:24][CH:25]=1)[C:20](Cl)=[O:21]. (6) Given the product [C:21]([CH:20]([NH:19][C:15]([C:7]1[CH:6]=[CH:5][C:4]([CH:1]2[CH2:2][CH2:3]2)=[C:9]([O:10][CH2:11][CH:12]2[CH2:13][CH2:14]2)[N:8]=1)=[O:17])[CH3:23])#[N:22], predict the reactants needed to synthesize it. The reactants are: [CH:1]1([C:4]2[CH:5]=[CH:6][C:7]([C:15]([OH:17])=O)=[N:8][C:9]=2[O:10][CH2:11][CH:12]2[CH2:14][CH2:13]2)[CH2:3][CH2:2]1.Cl.[NH2:19][CH:20]([CH3:23])[C:21]#[N:22].CO. (7) Given the product [F:30][C:29]([F:32])([F:31])[C:27]([OH:33])=[O:28].[F:30][C:29]([F:32])([F:31])[C:27]([OH:33])=[O:28].[NH2:8][CH:9]1[CH2:10][N:11]([C:13]2[C:23]([C:24]#[N:25])=[CH:22][C:16]([C:17]([O:19][CH2:20][CH3:21])=[O:18])=[C:15]([CH3:26])[N:14]=2)[CH2:12]1, predict the reactants needed to synthesize it. The reactants are: C(OC([NH:8][CH:9]1[CH2:12][N:11]([C:13]2[C:23]([C:24]#[N:25])=[CH:22][C:16]([C:17]([O:19][CH2:20][CH3:21])=[O:18])=[C:15]([CH3:26])[N:14]=2)[CH2:10]1)=O)(C)(C)C.[C:27]([OH:33])([C:29]([F:32])([F:31])[F:30])=[O:28]. (8) Given the product [I:19][C:3]1[CH:4]=[C:5]([C:8]2[S:9][C:10]3[CH:16]=[C:15]([OH:17])[CH:14]=[CH:13][C:11]=3[N:12]=2)[CH:6]=[CH:7][C:2]=1[NH2:1], predict the reactants needed to synthesize it. The reactants are: [NH2:1][C:2]1[CH:7]=[CH:6][C:5]([C:8]2[S:9][C:10]3[CH:16]=[C:15]([O:17]C)[CH:14]=[CH:13][C:11]=3[N:12]=2)=[CH:4][C:3]=1[I:19].B(Br)(Br)Br. (9) Given the product [Br:22][C:18]1[N:19]=[C:20]([NH:24][CH2:25][CH2:26][CH2:27][OH:28])[C:15]2[N:16]([C:12]([C:9]3[CH:10]=[CH:11][C:6]([C:5]([NH:4][CH:1]4[CH2:2][CH2:3]4)=[O:23])=[CH:7][CH:8]=3)=[CH:13][N:14]=2)[CH:17]=1, predict the reactants needed to synthesize it. The reactants are: [CH:1]1([NH:4][C:5](=[O:23])[C:6]2[CH:11]=[CH:10][C:9]([C:12]3[N:16]4[CH:17]=[C:18]([Br:22])[N:19]=[C:20](Br)[C:15]4=[N:14][CH:13]=3)=[CH:8][CH:7]=2)[CH2:3][CH2:2]1.[NH2:24][CH2:25][CH2:26][CH2:27][OH:28].C1(C)C=CC=CC=1.